Task: Regression/Classification. Given a drug SMILES string, predict its toxicity properties. Task type varies by dataset: regression for continuous values (e.g., LD50, hERG inhibition percentage) or binary classification for toxic/non-toxic outcomes (e.g., AMES mutagenicity, cardiotoxicity, hepatotoxicity). Dataset: ld50_zhu.. Dataset: Acute oral toxicity (LD50) regression data from Zhu et al. (1) The drug is c1ccc(N2CCOCC2)cc1. The rat oral LD50 is 2.24, given as -log10 of the dose in mol/kg body weight (higher means more acutely toxic). (2) The drug is CC(=O)CC(C)=O. The rat oral LD50 is 3.26, given as -log10 of the dose in mol/kg body weight (higher means more acutely toxic). (3) The drug is C=CC(=O)OCCc1ccc(CC)cn1. The rat oral LD50 is 1.62, given as -log10 of the dose in mol/kg body weight (higher means more acutely toxic). (4) The molecule is CC1(C)Cc2cccc(OC(=O)NCSc3ccc(Cl)cc3)c2O1. The rat oral LD50 is 4.16, given as -log10 of the dose in mol/kg body weight (higher means more acutely toxic).